Dataset: Full USPTO retrosynthesis dataset with 1.9M reactions from patents (1976-2016). Task: Predict the reactants needed to synthesize the given product. (1) Given the product [OH:13][CH:5]1[CH2:4][C:3]2[C:8](=[CH:9][CH:10]=[CH:11][C:2]=2[NH:1][C:22]([NH:21][CH2:20][C:19]2[CH:18]=[CH:17][C:16]([C:15]([F:14])([F:27])[F:26])=[CH:25][CH:24]=2)=[O:23])[NH:7][C:6]1=[O:12], predict the reactants needed to synthesize it. The reactants are: [NH2:1][C:2]1[CH:11]=[CH:10][CH:9]=[C:8]2[C:3]=1[CH2:4][CH:5]([OH:13])[C:6](=[O:12])[NH:7]2.[F:14][C:15]([F:27])([F:26])[C:16]1[CH:25]=[CH:24][C:19]([CH2:20][N:21]=[C:22]=[O:23])=[CH:18][CH:17]=1. (2) The reactants are: [CH3:1][NH:2][CH2:3][CH2:4][CH2:5][N:6]1[C:16]2[CH:17]=[CH:18][CH:19]=[CH:20][C:15]=2[CH2:14][CH2:13][C:12]2[CH:11]=[CH:10][CH:9]=[CH:8][C:7]1=2.Cl.[C:22](=[O:25])([O-])[O-:23].[K+].[K+].[CH3:28]C(Cl)(Cl)Cl. Given the product [CH3:28][O:23][C:22](=[O:25])[N:2]([CH2:3][CH2:4][CH2:5][N:6]1[C:7]2[CH:8]=[CH:9][CH:10]=[CH:11][C:12]=2[CH2:13][CH2:14][C:15]2[CH:20]=[CH:19][CH:18]=[CH:17][C:16]1=2)[CH3:1], predict the reactants needed to synthesize it. (3) Given the product [F:27][C:28]1[CH:33]=[CH:32][CH:31]=[C:30]([F:34])[C:29]=1[C:35]1[N:37]=[C:24]([CH:11]2[CH2:10][CH:9]([C:6]3[CH:7]=[CH:8][C:3]([CH2:1][CH3:2])=[CH:4][CH:5]=3)[CH2:14][N:13]([C:15]([N:17]3[CH2:18][CH2:19][CH:20]([OH:23])[CH2:21][CH2:22]3)=[O:16])[CH2:12]2)[O:25][N:36]=1, predict the reactants needed to synthesize it. The reactants are: [CH2:1]([C:3]1[CH:8]=[CH:7][C:6]([CH:9]2[CH2:14][N:13]([C:15]([N:17]3[CH2:22][CH2:21][CH:20]([OH:23])[CH2:19][CH2:18]3)=[O:16])[CH2:12][CH:11]([C:24](O)=[O:25])[CH2:10]2)=[CH:5][CH:4]=1)[CH3:2].[F:27][C:28]1[CH:33]=[CH:32][CH:31]=[C:30]([F:34])[C:29]=1[C:35](=[N:37]O)[NH2:36]. (4) Given the product [Cl:22][C:23]1[CH:24]=[C:25]([CH2:30][C@H:31]([CH3:35])[C:32]([NH:1][CH:2]2[C:8](=[O:9])[NH:7][C:6]3[CH:10]=[CH:11][CH:12]=[CH:13][C:5]=3[C:4]([C:14]3[CH:19]=[CH:18][N:17]=[C:16]([O:20][CH3:21])[CH:15]=3)=[N:3]2)=[O:33])[CH:26]=[CH:27][C:28]=1[Cl:29], predict the reactants needed to synthesize it. The reactants are: [NH2:1][CH:2]1[C:8](=[O:9])[NH:7][C:6]2[CH:10]=[CH:11][CH:12]=[CH:13][C:5]=2[C:4]([C:14]2[CH:19]=[CH:18][N:17]=[C:16]([O:20][CH3:21])[CH:15]=2)=[N:3]1.[Cl:22][C:23]1[CH:24]=[C:25]([CH2:30][C@H:31]([CH3:35])[C:32](O)=[O:33])[CH:26]=[CH:27][C:28]=1[Cl:29]. (5) The reactants are: C(OC(=O)[NH:7][CH:8]1[CH2:13][CH2:12][N:11]([CH2:14][CH2:15][N:16]2[C:25]3[C:20](=[CH:21][CH:22]=[C:23]([O:26][CH3:27])[CH:24]=3)[N:19]=[CH:18][C:17]2=[O:28])[CH2:10][CH2:9]1)(C)(C)C.Cl. Given the product [NH2:7][CH:8]1[CH2:9][CH2:10][N:11]([CH2:14][CH2:15][N:16]2[C:25]3[C:20](=[CH:21][CH:22]=[C:23]([O:26][CH3:27])[CH:24]=3)[N:19]=[CH:18][C:17]2=[O:28])[CH2:12][CH2:13]1, predict the reactants needed to synthesize it. (6) Given the product [Cl:1][C:2]1[CH:3]=[C:4]([CH:25]=[CH:26][C:27]=1[Cl:28])[O:5][C:6]1[CH:11]=[CH:10][CH:9]=[CH:8][C:7]=1[NH:12][S:13]([C:16]1[CH:17]=[CH:18][C:19]([C:20]([N:40]2[CH2:41][CH2:42][N:37]([CH2:36][CH2:35][C:32]3[CH:31]=[CH:30][N:29]=[CH:34][CH:33]=3)[CH2:38][CH2:39]2)=[O:22])=[CH:23][CH:24]=1)(=[O:14])=[O:15], predict the reactants needed to synthesize it. The reactants are: [Cl:1][C:2]1[CH:3]=[C:4]([CH:25]=[CH:26][C:27]=1[Cl:28])[O:5][C:6]1[CH:11]=[CH:10][CH:9]=[CH:8][C:7]=1[NH:12][S:13]([C:16]1[CH:24]=[CH:23][C:19]([C:20]([OH:22])=O)=[CH:18][CH:17]=1)(=[O:15])=[O:14].[N:29]1[CH:34]=[CH:33][C:32]([CH2:35][CH2:36][N:37]2[CH2:42][CH2:41][NH:40][CH2:39][CH2:38]2)=[CH:31][CH:30]=1.